This data is from Catalyst prediction with 721,799 reactions and 888 catalyst types from USPTO. The task is: Predict which catalyst facilitates the given reaction. (1) Reactant: ClC(OC(Cl)C)=O.[CH3:8][O:9][C:10]([C:12]1[CH:13]2[N:37](C)[CH:17]([CH2:18][C:19]=1[C:20]1[CH:25]=[CH:24][C:23]([CH2:26][CH2:27][CH2:28][O:29][Si](C(C)(C)C)(C)C)=[CH:22][CH:21]=1)[CH2:16][S:15][CH2:14]2)=[O:11].C([O-])(O)=O.[Na+].CCN(C(C)C)C(C)C.[CH3:65][C:64]([O:63][C:61](O[C:61]([O:63][C:64]([CH3:67])([CH3:66])[CH3:65])=[O:62])=[O:62])([CH3:67])[CH3:66]. Product: [CH3:8][O:9][C:10]([C:12]1[CH:13]2[N:37]([C:61]([O:63][C:64]([CH3:65])([CH3:66])[CH3:67])=[O:62])[CH:17]([CH2:18][C:19]=1[C:20]1[CH:21]=[CH:22][C:23]([CH2:26][CH2:27][CH2:28][OH:29])=[CH:24][CH:25]=1)[CH2:16][S:15][CH2:14]2)=[O:11]. The catalyst class is: 26. (2) The catalyst class is: 5. Product: [F:13][C:5]1[CH:4]=[C:3]([CH:12]=[CH:11][C:6]=1[CH2:7][OH:8])[C:1]#[N:2]. Reactant: [C:1]([C:3]1[CH:12]=[CH:11][C:6]([C:7](OC)=[O:8])=[C:5]([F:13])[CH:4]=1)#[N:2].[BH4-].[Na+].Cl. (3) Reactant: [Cl:1][C:2]1[CH:7]=[CH:6][CH:5]=[C:4]([F:8])[C:3]=1[NH:9][C:10]1[NH:11][C:12]2[C:18]3[CH2:19][C:20]([CH3:23])([CH3:22])[O:21][C:17]=3[C:16]([C:24]([O:26]C)=O)=[CH:15][C:13]=2[N:14]=1.[F:28][C:29]1[CH:35]=[C:34]([F:36])[C:33]([F:37])=[CH:32][C:30]=1[NH2:31].C[Al](C)C. Product: [Cl:1][C:2]1[CH:7]=[CH:6][CH:5]=[C:4]([F:8])[C:3]=1[NH:9][C:10]1[NH:11][C:12]2[C:18]3[CH2:19][C:20]([CH3:23])([CH3:22])[O:21][C:17]=3[C:16]([C:24]([NH:31][C:30]3[CH:32]=[C:33]([F:37])[C:34]([F:36])=[CH:35][C:29]=3[F:28])=[O:26])=[CH:15][C:13]=2[N:14]=1. The catalyst class is: 11. (4) Reactant: [Cl-].[C:2]1([C:17]2[CH:22]=[CH:21][CH:20]=[CH:19][CH:18]=2)[CH:7]=[CH:6][CH:5]=[CH:4][C:3]=1[NH:8][C:9]([C@:11]1([CH3:16])[CH2:15][CH2:14][CH2:13][NH2+:12]1)=[O:10].[Cl-].[C:24]([CH2:27][CH2:28][C:29]1[N:33]([CH3:34])[C:32]2[CH:35]=[CH:36][CH:37]=[CH:38][C:31]=2[NH+:30]=1)(O)=[O:25].O.ON1C2C=CC=CC=2N=N1.CN1CCOCC1.C(Cl)CCl. Product: [C:2]1([C:17]2[CH:18]=[CH:19][CH:20]=[CH:21][CH:22]=2)[CH:7]=[CH:6][CH:5]=[CH:4][C:3]=1[NH:8][C:9](=[O:10])[C@:11]1([CH3:16])[CH2:15][CH2:14][CH2:13][N:12]1[C:24](=[O:25])[CH2:27][CH2:28][C:29]1[N:33]([CH3:34])[C:32]2[CH:35]=[CH:36][CH:37]=[CH:38][C:31]=2[N:30]=1. The catalyst class is: 3. (5) Reactant: [C:1]1([CH:7]=[CH:8][C:9]2[S:10][C:11]3[C:20]4[CH:19]=[CH:18][CH:17]=[CH:16][C:15]=4[N:14]=[CH:13][C:12]=3[N:21]=2)[CH:6]=[CH:5][CH:4]=[CH:3][CH:2]=1.[H][H]. Product: [C:1]1([CH2:7][CH2:8][C:9]2[S:10][C:11]3[C:20]4[CH:19]=[CH:18][CH:17]=[CH:16][C:15]=4[N:14]=[CH:13][C:12]=3[N:21]=2)[CH:6]=[CH:5][CH:4]=[CH:3][CH:2]=1. The catalyst class is: 331. (6) Reactant: [CH3:1][O:2][C:3](=[O:29])[CH2:4][C:5]1[CH:10]=[CH:9][C:8]([O:11][CH2:12][C:13]2[CH:14]=[C:15]([C:19]3[CH:24]=[CH:23][C:22]([C:25]([F:28])([F:27])[F:26])=[CH:21][CH:20]=3)[CH:16]=[CH:17][CH:18]=2)=[CH:7][CH:6]=1.[Li+].CC([N-]C(C)C)C.Br[CH2:39][C:40]([O:42][C:43]([CH3:46])([CH3:45])[CH3:44])=[O:41]. Product: [CH3:1][O:2][C:3](=[O:29])[CH:4]([C:5]1[CH:6]=[CH:7][C:8]([O:11][CH2:12][C:13]2[CH:14]=[C:15]([C:19]3[CH:24]=[CH:23][C:22]([C:25]([F:26])([F:28])[F:27])=[CH:21][CH:20]=3)[CH:16]=[CH:17][CH:18]=2)=[CH:9][CH:10]=1)[CH2:39][C:40]([O:42][C:43]([CH3:46])([CH3:45])[CH3:44])=[O:41]. The catalyst class is: 1.